This data is from Reaction yield outcomes from USPTO patents with 853,638 reactions. The task is: Predict the reaction yield, written as a fraction of the theoretical maximum amount of product (1.0 means a 100% yield; for example, 0.34 means a 34% yield). (1) The reactants are [F:1][C:2]1[CH:7]=[C:6]([C:8]2[CH:9]=[N:10][C:11]([NH:14][CH2:15][CH2:16][N:17]3[CH2:22][CH2:21][CH2:20][CH2:19][CH2:18]3)=[CH:12][CH:13]=2)[CH:5]=[CH:4][C:3]=1[NH:23]C(=O)OC(C)(C)C.C(O)(C(F)(F)F)=O. The catalyst is C(Cl)Cl. The product is [NH2:23][C:3]1[CH:4]=[CH:5][C:6]([C:8]2[CH:13]=[CH:12][C:11]([NH:14][CH2:15][CH2:16][N:17]3[CH2:22][CH2:21][CH2:20][CH2:19][CH2:18]3)=[N:10][CH:9]=2)=[CH:7][C:2]=1[F:1]. The yield is 1.00. (2) The reactants are [CH3:1][O:2][C:3]1[CH:8]=[C:7]([O:9][C:10]2[CH:11]=[CH:12][C:13]([N+:18]([O-])=O)=[C:14]([CH:17]=2)[NH:15][CH3:16])[CH:6]=[CH:5][N:4]=1.[Cl-].[NH4+].C(O)C. The catalyst is [Fe].O. The product is [CH3:1][O:2][C:3]1[CH:8]=[C:7]([O:9][C:10]2[CH:17]=[C:14]([NH:15][CH3:16])[C:13]([NH2:18])=[CH:12][CH:11]=2)[CH:6]=[CH:5][N:4]=1. The yield is 0.990. (3) The reactants are [F:1][C:2]1[C:7]2[N:8]=[CH:9][O:10][C:6]=2[CH:5]=[C:4]([C:11]([OH:13])=[O:12])[C:3]=1[NH:14][C:15]1[CH:20]=[CH:19][CH:18]=[CH:17][C:16]=1[F:21].C1C(=O)N([I:29])C(=O)C1.FC(F)(F)C(O)=O. The catalyst is CN(C=O)C. The product is [F:1][C:2]1[C:7]2[N:8]=[CH:9][O:10][C:6]=2[CH:5]=[C:4]([C:11]([OH:13])=[O:12])[C:3]=1[NH:14][C:15]1[CH:20]=[CH:19][C:18]([I:29])=[CH:17][C:16]=1[F:21]. The yield is 0.690.